This data is from Full USPTO retrosynthesis dataset with 1.9M reactions from patents (1976-2016). The task is: Predict the reactants needed to synthesize the given product. (1) Given the product [N:32]1([C:2]2[CH:7]=[C:6]([C:8]([F:10])([F:11])[F:9])[CH:5]=[CH:4][C:3]=2[C:12]2[CH:21]=[CH:20][CH:19]=[C:18]3[C:13]=2[CH:14]=[CH:15][C:16]([S:22]([NH:25][C:26]2[CH:31]=[CH:30][N:29]=[CH:28][N:27]=2)(=[O:23])=[O:24])=[CH:17]3)[CH:36]=[CH:35][N:34]=[CH:33]1, predict the reactants needed to synthesize it. The reactants are: F[C:2]1[CH:7]=[C:6]([C:8]([F:11])([F:10])[F:9])[CH:5]=[CH:4][C:3]=1[C:12]1[CH:21]=[CH:20][CH:19]=[C:18]2[C:13]=1[CH:14]=[CH:15][C:16]([S:22]([NH:25][C:26]1[CH:31]=[CH:30][N:29]=[CH:28][N:27]=1)(=[O:24])=[O:23])=[CH:17]2.[NH:32]1[CH:36]=[CH:35][N:34]=[CH:33]1.CC(C)([O-])C.[Li+].C(O)(=O)CC(CC(O)=O)(C(O)=O)O. (2) Given the product [ClH:7].[NH:17]1[CH2:16][CH2:15][CH:14]1[C:11]1[CH:12]=[CH:13][C:8]([Cl:7])=[CH:9][C:10]=1[CH2:19][OH:20], predict the reactants needed to synthesize it. The reactants are: [H-].[H-].[H-].[H-].[Li+].[Al+3].[Cl:7][C:8]1[CH:13]=[CH:12][C:11]([CH:14]2[NH:17][C:16](=O)[CH2:15]2)=[C:10]([CH2:19][O:20][Si](C(C)C)(C(C)C)C(C)C)[CH:9]=1.Cl. (3) Given the product [CH3:19][C:11]1[CH:10]=[C:9]([NH:8][C:4]2[CH:3]=[C:2]([C:2]3[C:7]([CH:20]=[O:23])=[CH:6][CH:5]=[CH:4][CH:3]=3)[CH:7]=[CH:6][CH:5]=2)[C:18]2[C:13](=[CH:14][CH:15]=[CH:16][CH:17]=2)[N:12]=1, predict the reactants needed to synthesize it. The reactants are: Br[C:2]1[CH:3]=[C:4]([NH:8][C:9]2[C:18]3[C:13](=[CH:14][CH:15]=[CH:16][CH:17]=3)[N:12]=[C:11]([CH3:19])[CH:10]=2)[CH:5]=[CH:6][CH:7]=1.[C:20]([O-:23])(O)=O.[Na+].